Dataset: Forward reaction prediction with 1.9M reactions from USPTO patents (1976-2016). Task: Predict the product of the given reaction. (1) Given the reactants [C:1]1([CH2:11][CH2:12][CH:13]2[C:17]3[NH:18][C:19]([C:21]([O:23]C)=[O:22])=[CH:20][C:16]=3[CH2:15][CH2:14]2)[C:10]2[C:5](=[CH:6][CH:7]=[CH:8][CH:9]=2)[CH:4]=[CH:3][CH:2]=1.[OH-].[Li+].CO, predict the reaction product. The product is: [C:1]1([CH2:11][CH2:12][CH:13]2[C:17]3[NH:18][C:19]([C:21]([OH:23])=[O:22])=[CH:20][C:16]=3[CH2:15][CH2:14]2)[C:10]2[C:5](=[CH:6][CH:7]=[CH:8][CH:9]=2)[CH:4]=[CH:3][CH:2]=1. (2) Given the reactants [N:1]1[CH:6]=[CH:5][C:4](/[CH:7]=[CH:8]/[C:9]([OH:11])=O)=[CH:3][CH:2]=1.C(Cl)(=O)C(Cl)=O.[CH2:18]([O:25][C:26]1[CH:27]=[C:28]([CH2:34][CH2:35][NH2:36])[CH:29]=[CH:30][C:31]=1[O:32][CH3:33])[C:19]1[CH:24]=[CH:23][CH:22]=[CH:21][CH:20]=1.CCN(C(C)C)C(C)C, predict the reaction product. The product is: [CH2:18]([O:25][C:26]1[CH:27]=[C:28]([CH2:34][CH2:35][NH:36][C:9](=[O:11])/[CH:8]=[CH:7]/[C:4]2[CH:3]=[CH:2][N:1]=[CH:6][CH:5]=2)[CH:29]=[CH:30][C:31]=1[O:32][CH3:33])[C:19]1[CH:20]=[CH:21][CH:22]=[CH:23][CH:24]=1. (3) Given the reactants C([O:8][CH2:9][CH2:10][CH2:11][CH2:12][CH2:13][CH2:14][CH2:15][CH2:16][CH2:17][CH2:18][CH2:19]/[CH:20]=[CH:21]\[CH2:22][CH2:23][CH2:24]/[C:25](/[C:36]([O:38][CH3:39])=[O:37])=[C:26](/[C:32]([O:34][CH3:35])=[O:33])\[CH2:27][C:28]([O:30][CH3:31])=[O:29])C1C=CC=CC=1, predict the reaction product. The product is: [OH:8][CH2:9][CH2:10][CH2:11][CH2:12][CH2:13][CH2:14][CH2:15][CH2:16][CH2:17][CH2:18][CH2:19][CH2:20][CH2:21][CH2:22][CH2:23][CH2:24]/[C:25](/[C:36]([O:38][CH3:39])=[O:37])=[C:26](/[C:32]([O:34][CH3:35])=[O:33])\[CH2:27][C:28]([O:30][CH3:31])=[O:29]. (4) The product is: [NH2:1][C:4]1[C:13]2[C:8](=[CH:9][CH:10]=[CH:11][CH:12]=2)[C:7]([O:14][CH2:15][CH2:16][C:17]2[CH:22]=[CH:21][N:20]=[C:19]([NH:23][C:24](=[O:30])[O:25][C:26]([CH3:28])([CH3:27])[CH3:29])[CH:18]=2)=[CH:6][CH:5]=1. Given the reactants [N+:1]([C:4]1[C:13]2[C:8](=[CH:9][CH:10]=[CH:11][CH:12]=2)[C:7]([O:14][CH2:15][CH2:16][C:17]2[CH:22]=[CH:21][N:20]=[C:19]([NH:23][C:24](=[O:30])[O:25][C:26]([CH3:29])([CH3:28])[CH3:27])[CH:18]=2)=[CH:6][CH:5]=1)([O-])=O.C([O-])(O)=O.[Na+], predict the reaction product.